From a dataset of Full USPTO retrosynthesis dataset with 1.9M reactions from patents (1976-2016). Predict the reactants needed to synthesize the given product. (1) Given the product [CH3:18][C:17]1[NH:20][C:11](=[O:13])[C:5]([C:6]([O:8][CH2:9][CH3:10])=[O:7])=[CH:4][N:19]=1, predict the reactants needed to synthesize it. The reactants are: C(O[CH:4]=[C:5]([C:11]([O:13]CC)=O)[C:6]([O:8][CH2:9][CH3:10])=[O:7])C.Cl.[C:17](=[NH:20])([NH2:19])[CH3:18].[O-]CC.[Na+]. (2) Given the product [CH2:1]([C:3]([C:6]1[CH:11]=[CH:10][C:9]([C:12]#[C:13][C:14]([C:19]([F:22])([F:21])[F:20])([OH:23])[C:15]([F:18])([F:17])[F:16])=[C:8]([CH3:27])[CH:7]=1)([C:28]1[CH:43]=[CH:42][C:31]([O:32][CH2:33][CH2:34][CH2:35][CH2:36][C:37]2[NH:41][N:40]=[N:39][N:38]=2)=[C:30]([CH3:44])[CH:29]=1)[CH2:4][CH3:5])[CH3:2], predict the reactants needed to synthesize it. The reactants are: [CH2:1]([C:3]([C:28]1[CH:43]=[CH:42][C:31]([O:32][CH2:33][CH2:34][CH2:35][CH2:36][C:37]2[NH:41][N:40]=[N:39][N:38]=2)=[C:30]([CH3:44])[CH:29]=1)([C:6]1[CH:11]=[CH:10][C:9]([C:12]#[C:13][C:14]([O:23]COC)([C:19]([F:22])([F:21])[F:20])[C:15]([F:18])([F:17])[F:16])=[C:8]([CH3:27])[CH:7]=1)[CH2:4][CH3:5])[CH3:2].CC1C=CC(S(O)(=O)=O)=CC=1. (3) Given the product [C:17]([C:12]1[C:11]([C:9]([C:8]2[CH:19]=[CH:20][CH:21]=[C:6]([O:5][CH2:1][CH:2]([CH3:4])[CH3:3])[CH:7]=2)=[N:28][S:26]([C:23]([CH3:25])([CH3:24])[CH3:22])=[O:27])=[CH:16][CH:15]=[CH:14][N:13]=1)#[N:18], predict the reactants needed to synthesize it. The reactants are: [CH2:1]([O:5][C:6]1[CH:7]=[C:8]([CH:19]=[CH:20][CH:21]=1)[C:9]([C:11]1[C:12]([C:17]#[N:18])=[N:13][CH:14]=[CH:15][CH:16]=1)=O)[CH:2]([CH3:4])[CH3:3].[CH3:22][C:23]([S:26]([NH2:28])=[O:27])([CH3:25])[CH3:24]. (4) Given the product [CH2:7]([C:6]1[NH:5][C:4](=[O:3])[N:20]([C:15]2[CH:16]=[CH:17][CH:18]=[CH:19][N:14]=2)[N:21]=1)[CH2:8][CH3:9], predict the reactants needed to synthesize it. The reactants are: C([O:3][C:4](=O)[N:5]=[C:6](OCC)[CH2:7][CH2:8][CH3:9])C.[N:14]1[CH:19]=[CH:18][CH:17]=[CH:16][C:15]=1[NH:20][NH2:21].C(N(CC)CC)C.